From a dataset of Forward reaction prediction with 1.9M reactions from USPTO patents (1976-2016). Predict the product of the given reaction. (1) Given the reactants F[C:2]1[CH:25]=[CH:24][C:5]([CH2:6][C:7]2[C:15](=[O:16])[N:14]3[C:10]([NH:11][C:12]4[CH:20]=[CH:19][CH:18]=[CH:17][C:13]=43)=[C:9]([C:21]#[N:22])[C:8]=2[CH3:23])=[CH:4][CH:3]=1.[N+:26](C1C=CC(CC(C(C)=O)C(OC)=O)=CC=1)([O-:28])=[O:27], predict the reaction product. The product is: [CH3:23][C:8]1[C:9]([C:21]#[N:22])=[C:10]2[N:14]([C:15](=[O:16])[C:7]=1[CH2:6][C:5]1[CH:24]=[CH:25][C:2]([N+:26]([O-:28])=[O:27])=[CH:3][CH:4]=1)[C:13]1[CH:17]=[CH:18][CH:19]=[CH:20][C:12]=1[NH:11]2. (2) Given the reactants Cl.[NH2:2][C@H:3]([C:14]([O:16][CH3:17])=[O:15])[CH2:4][C:5]1[C:13]2[C:8](=[CH:9][CH:10]=[CH:11][CH:12]=2)[NH:7][CH:6]=1.C(N(CC)CC)C.[F:25][C:26]1[CH:36]=[CH:35][C:29]([CH:30]=[CH:31][C:32](O)=[O:33])=[CH:28][CH:27]=1.CCN=C=NCCCN(C)C.Cl, predict the reaction product. The product is: [F:25][C:26]1[CH:27]=[CH:28][C:29]([CH:30]=[CH:31][C:32]([NH:2][C@H:3]([C:14]([O:16][CH3:17])=[O:15])[CH2:4][C:5]2[C:13]3[C:8](=[CH:9][CH:10]=[CH:11][CH:12]=3)[NH:7][CH:6]=2)=[O:33])=[CH:35][CH:36]=1. (3) The product is: [C:8]1([C@H:14]([OH:26])[CH2:15][NH:16][C:17]2[CH:18]=[CH:19][CH:20]=[CH:21][CH:22]=2)[CH:9]=[CH:10][CH:11]=[CH:12][CH:13]=1. Given the reactants FC(F)(F)C(O)=O.[C:8]1([C@H:14]([OH:26])[CH2:15][NH:16][C:17]2[CH:22]=[CH:21][C:20](CCN)=[CH:19][CH:18]=2)[CH:13]=[CH:12][CH:11]=[CH:10][CH:9]=1.[OH-].[Na+], predict the reaction product. (4) Given the reactants [H-].[Na+].[C:3]([O:7][C:8]([N:10]1[CH2:15][CH2:14][NH:13][C:12](=[O:16])[CH2:11]1)=[O:9])([CH3:6])([CH3:5])[CH3:4].Cl[CH2:18][CH2:19][N:20]1[CH2:24][CH2:23][CH2:22][CH2:21]1.Cl.ClCCN1CCCC1, predict the reaction product. The product is: [C:3]([O:7][C:8]([N:10]1[CH2:15][CH2:14][N:13]([CH2:18][CH2:19][N:20]2[CH2:24][CH2:23][CH2:22][CH2:21]2)[C:12](=[O:16])[CH2:11]1)=[O:9])([CH3:6])([CH3:4])[CH3:5].